The task is: Predict the reaction yield, written as a fraction of the theoretical maximum amount of product (1.0 means a 100% yield; for example, 0.34 means a 34% yield).. This data is from Reaction yield outcomes from USPTO patents with 853,638 reactions. (1) The yield is 0.760. The catalyst is CN(C=O)C.CCOC(C)=O. The product is [Br:1][C:2]1[CH:7]=[CH:6][C:5]([NH:8][C:9]2[C:10]([C:17]([NH2:23])=[O:18])=[CH:11][N:12]([CH3:16])[C:13](=[O:15])[CH:14]=2)=[C:4]([F:20])[CH:3]=1. The reactants are [Br:1][C:2]1[CH:7]=[CH:6][C:5]([NH:8][C:9]2[C:10]([C:17](O)=[O:18])=[CH:11][N:12]([CH3:16])[C:13](=[O:15])[CH:14]=2)=[C:4]([F:20])[CH:3]=1.CC[N:23]=C=NCCCN(C)C.C1C=CC2N(O)N=NC=2C=1.[NH4+].[Cl-].CCN(CC)CC. (2) The reactants are [NH2:1][C:2]1[C:7]([CH3:8])=[C:6]([O:9][CH3:10])[CH:5]=[CH:4][C:3]=1[C:11](=[O:13])[CH3:12].[CH:14]([C:17]1[N:18]=[C:19]([C:22](Cl)=[O:23])[S:20][CH:21]=1)([CH3:16])[CH3:15].C(C1C=CC(OC)=CC=1NC(C1SC=C(C(C)C)N=1)=O)(=O)C. No catalyst specified. The product is [C:11]([C:3]1[C:2]([NH:1][C:22]([C:19]2[S:20][CH:21]=[C:17]([CH:14]([CH3:16])[CH3:15])[N:18]=2)=[O:23])=[C:7]([CH3:8])[C:6]([O:9][CH3:10])=[CH:5][CH:4]=1)(=[O:13])[CH3:12]. The yield is 0.660. (3) The reactants are Cl.[NH2:2][C:3]1[C:4](=[O:11])[N:5]([CH3:10])[CH:6]=[CH:7][C:8]=1[OH:9].Cl[CH2:13][C:14](Cl)=[O:15].N1C=CC=CC=1.OS([O-])(=O)=O.[K+].C(=O)([O-])[O-].[Cs+].[Cs+]. The catalyst is C(Cl)Cl.CC(=O)OCC.C(O)(C)C.O. The product is [CH3:10][N:5]1[CH:6]=[CH:7][C:8]2[O:9][CH2:13][C:14](=[O:15])[NH:2][C:3]=2[C:4]1=[O:11]. The yield is 0.247. (4) The reactants are Br[CH2:2][C:3]([C:5]1[CH:6]=[CH:7][C:8]2[C:17]3[CH:16]=[C:15]4[CH2:18][CH2:19][CH2:20][C:21](=[O:22])[C:14]4=[CH:13][C:12]=3[O:11][CH2:10][C:9]=2[CH:23]=1)=[O:4].[C:24]([O:28][C:29]([N:31]1[CH2:35][C@@H:34]([CH3:36])[CH2:33][C@H:32]1[C:37]([OH:39])=[O:38])=[O:30])([CH3:27])([CH3:26])[CH3:25].CCN(C(C)C)C(C)C. The catalyst is CC#N.CCOC(C)=O. The yield is 0.690. The product is [CH3:36][C@@H:34]1[CH2:35][N:31]([C:29]([O:28][C:24]([CH3:25])([CH3:27])[CH3:26])=[O:30])[C@H:32]([C:37]([O:39][CH2:2][C:3](=[O:4])[C:5]2[CH:6]=[CH:7][C:8]3[C:17]4[CH:16]=[C:15]5[CH2:18][CH2:19][CH2:20][C:21](=[O:22])[C:14]5=[CH:13][C:12]=4[O:11][CH2:10][C:9]=3[CH:23]=2)=[O:38])[CH2:33]1.